This data is from Forward reaction prediction with 1.9M reactions from USPTO patents (1976-2016). The task is: Predict the product of the given reaction. (1) Given the reactants [Mg].II.Br[CH:5]1[CH2:7][CH2:6]1.[CH2:8]([Sn:12](Cl)([CH2:17][CH2:18][CH2:19][CH3:20])[CH2:13][CH2:14][CH2:15][CH3:16])[CH2:9][CH2:10][CH3:11].[NH4+].[Cl-].[F-].[K+], predict the reaction product. The product is: [CH2:17]([Sn:12]([CH2:8][CH2:9][CH2:10][CH3:11])([CH2:13][CH2:14][CH2:15][CH3:16])[CH:5]1[CH2:7][CH2:6]1)[CH2:18][CH2:19][CH3:20]. (2) Given the reactants [OH-].[Li+].O.[CH:4](=[C:6]1[CH2:15][N:14]2[C@H:8]([CH:9]=[N:10][C:11]3[CH:20]=[C:19]([O:21][CH2:22][C:23]4[CH:28]=[C:27]([O:29][CH2:30][CH2:31][N:32]([CH3:60])[CH2:33][C:34]([S:37][CH2:38][C:39]([NH:41][CH2:42][CH2:43][O:44][CH2:45][CH2:46][O:47][CH2:48][CH2:49][O:50][CH2:51][CH2:52][O:53][CH2:54][CH2:55][C:56]([O:58]C)=[O:57])=[O:40])([CH3:36])[CH3:35])[CH:26]=[C:25]([CH2:61][O:62][C:63]5[C:79]([O:80][CH3:81])=[CH:78][C:66]6[C:67](=[O:77])[N:68]7[CH2:74][C:73](=[CH:75][CH3:76])[CH2:72][C@H:69]7[CH:70]=[N:71][C:65]=6[CH:64]=5)[N:24]=4)[C:18]([O:82][CH3:83])=[CH:17][C:12]=3[C:13]2=[O:16])[CH2:7]1)[CH3:5].P([O-])([O-])([O-])=O, predict the reaction product. The product is: [CH:75](=[C:73]1[CH2:74][N:68]2[C@H:69]([CH:70]=[N:71][C:65]3[CH:64]=[C:63]([O:62][CH2:61][C:25]4[CH:26]=[C:27]([O:29][CH2:30][CH2:31][N:32]([CH3:60])[CH2:33][C:34]([S:37][CH2:38][C:39]([NH:41][CH2:42][CH2:43][O:44][CH2:45][CH2:46][O:47][CH2:48][CH2:49][O:50][CH2:51][CH2:52][O:53][CH2:54][CH2:55][C:56]([OH:58])=[O:57])=[O:40])([CH3:35])[CH3:36])[CH:28]=[C:23]([CH2:22][O:21][C:19]5[C:18]([O:82][CH3:83])=[CH:17][C:12]6[C:13](=[O:16])[N:14]7[CH2:15][C:6](=[CH:4][CH3:5])[CH2:7][C@H:8]7[CH:9]=[N:10][C:11]=6[CH:20]=5)[N:24]=4)[C:79]([O:80][CH3:81])=[CH:78][C:66]=3[C:67]2=[O:77])[CH2:72]1)[CH3:76]. (3) Given the reactants [NH2:1][C:2]1[C:3]([CH3:25])=[C:4]([C:8]2[C:20]3[C:19]4[C:14](=[CH:15][C:16]([Br:21])=[CH:17][CH:18]=4)[NH:13][C:12]=3[C:11]([C:22]([NH2:24])=[O:23])=[N:10][CH:9]=2)[CH:5]=[CH:6][CH:7]=1.[CH:26]([C:28]1[CH:36]=[CH:35][C:34]([O:37][CH3:38])=[CH:33][C:29]=1[C:30]([OH:32])=[O:31])=O.C(O[BH-](OC(=O)C)OC(=O)C)(=O)C.[Na+].C(O)(=O)C, predict the reaction product. The product is: [Br:21][C:16]1[CH:15]=[C:14]2[C:19]([C:20]3[C:8]([C:4]4[C:3]([CH3:25])=[C:2]([NH:1][CH2:26][C:28]5[CH:36]=[CH:35][C:34]([O:37][CH3:38])=[CH:33][C:29]=5[C:30]([OH:32])=[O:31])[CH:7]=[CH:6][CH:5]=4)=[CH:9][N:10]=[C:11]([C:22](=[O:23])[NH2:24])[C:12]=3[NH:13]2)=[CH:18][CH:17]=1. (4) The product is: [Cl:1][C:2]1[N:7]=[C:6]([NH:10][CH:11]2[CH2:16][CH2:15][CH2:14][CH:13]([CH2:17][N:18]3[C:19](=[O:28])[C:20]4[C:25](=[CH:24][CH:23]=[CH:22][CH:21]=4)[C:26]3=[O:27])[CH2:12]2)[C:5]([Cl:9])=[CH:4][N:3]=1. Given the reactants [Cl:1][C:2]1[N:7]=[C:6](Cl)[C:5]([Cl:9])=[CH:4][N:3]=1.[NH2:10][CH:11]1[CH2:16][CH2:15][CH2:14][CH:13]([CH2:17][N:18]2[C:26](=[O:27])[C:25]3[C:20](=[CH:21][CH:22]=[CH:23][CH:24]=3)[C:19]2=[O:28])[CH2:12]1, predict the reaction product. (5) Given the reactants [O:1]1[C:5]2[CH:6]=[CH:7][CH:8]=[CH:9][C:4]=2[N:3]=[C:2]1[C:10]1[CH:11]=[CH:12][C:13]([CH2:24]Br)=[C:14]([C:16]2[CH:21]=[CH:20][CH:19]=[C:18]([C:22]#[N:23])[CH:17]=2)[CH:15]=1.[C-:26]#[N:27].[Na+].O, predict the reaction product. The product is: [O:1]1[C:5]2[CH:6]=[CH:7][CH:8]=[CH:9][C:4]=2[N:3]=[C:2]1[C:10]1[CH:11]=[CH:12][C:13]([CH2:24][C:26]#[N:27])=[C:14]([C:16]2[CH:21]=[CH:20][CH:19]=[C:18]([C:22]#[N:23])[CH:17]=2)[CH:15]=1.